This data is from NCI-60 drug combinations with 297,098 pairs across 59 cell lines. The task is: Regression. Given two drug SMILES strings and cell line genomic features, predict the synergy score measuring deviation from expected non-interaction effect. (1) Drug 1: CC1=C(C=C(C=C1)C(=O)NC2=CC(=CC(=C2)C(F)(F)F)N3C=C(N=C3)C)NC4=NC=CC(=N4)C5=CN=CC=C5. Drug 2: CCC1(CC2CC(C3=C(CCN(C2)C1)C4=CC=CC=C4N3)(C5=C(C=C6C(=C5)C78CCN9C7C(C=CC9)(C(C(C8N6C)(C(=O)OC)O)OC(=O)C)CC)OC)C(=O)OC)O.OS(=O)(=O)O. Cell line: NCI-H322M. Synergy scores: CSS=5.63, Synergy_ZIP=-1.95, Synergy_Bliss=-2.30, Synergy_Loewe=0.0914, Synergy_HSA=-1.82. (2) Cell line: SK-MEL-28. Drug 1: CC1CCC2CC(C(=CC=CC=CC(CC(C(=O)C(C(C(=CC(C(=O)CC(OC(=O)C3CCCCN3C(=O)C(=O)C1(O2)O)C(C)CC4CCC(C(C4)OC)OCCO)C)C)O)OC)C)C)C)OC. Drug 2: COC1=C2C(=CC3=C1OC=C3)C=CC(=O)O2. Synergy scores: CSS=-2.63, Synergy_ZIP=-1.85, Synergy_Bliss=0.489, Synergy_Loewe=-6.46, Synergy_HSA=-4.92. (3) Drug 1: C1CCN(CC1)CCOC2=CC=C(C=C2)C(=O)C3=C(SC4=C3C=CC(=C4)O)C5=CC=C(C=C5)O. Drug 2: CC12CCC3C(C1CCC2=O)CC(=C)C4=CC(=O)C=CC34C. Cell line: SNB-19. Synergy scores: CSS=42.1, Synergy_ZIP=-0.681, Synergy_Bliss=-1.85, Synergy_Loewe=-0.664, Synergy_HSA=-1.65. (4) Drug 2: C1CC(C1)(C(=O)O)C(=O)O.[NH2-].[NH2-].[Pt+2]. Cell line: SW-620. Drug 1: CC(C1=C(C=CC(=C1Cl)F)Cl)OC2=C(N=CC(=C2)C3=CN(N=C3)C4CCNCC4)N. Synergy scores: CSS=40.3, Synergy_ZIP=-8.64, Synergy_Bliss=1.51, Synergy_Loewe=-4.34, Synergy_HSA=2.10.